This data is from Forward reaction prediction with 1.9M reactions from USPTO patents (1976-2016). The task is: Predict the product of the given reaction. (1) Given the reactants [F:1][C:2]([F:21])([F:20])[C:3]1[CH:8]=[CH:7][C:6]([N:9]2[CH:18]=[CH:17][C:16]3[C:11](=[CH:12][CH:13]=[CH:14][CH:15]=3)[C:10]2=[O:19])=[CH:5][CH:4]=1.[Br:22]N1C(=O)CCC1=O.C1[CH2:34][O:33]CC1, predict the reaction product. The product is: [Br:22][C:17]1[C:16]2[C:11](=[CH:12][CH:13]=[C:14]([O:33][CH3:34])[CH:15]=2)[C:10](=[O:19])[N:9]([C:6]2[CH:5]=[CH:4][C:3]([C:2]([F:1])([F:20])[F:21])=[CH:8][CH:7]=2)[CH:18]=1. (2) Given the reactants Cl.[F:2][C:3]1[CH:4]=[C:5]([C:8]2[N:12]=[C:11]([C@H:13]3[CH2:18][CH2:17][CH2:16][NH:15][CH2:14]3)[O:10][N:9]=2)[NH:6][CH:7]=1.[F:19][C:20]1[CH:21]=[N:22][CH:23]=[CH:24][C:25]=1[C:26](O)=[O:27], predict the reaction product. The product is: [F:19][C:20]1[CH:21]=[N:22][CH:23]=[CH:24][C:25]=1[C:26]([N:15]1[CH2:16][CH2:17][CH2:18][C@H:13]([C:11]2[O:10][N:9]=[C:8]([C:5]3[NH:6][CH:7]=[C:3]([F:2])[CH:4]=3)[N:12]=2)[CH2:14]1)=[O:27]. (3) Given the reactants [NH2:1][C:2]1[S:3][C:4]([CH3:13])=[C:5]([C:7]2[CH:12]=[CH:11][CH:10]=[CH:9][CH:8]=2)[N:6]=1.[C:14]1([C:20]2[O:24][N:23]=[CH:22][C:21]=2[CH2:25][CH2:26][C:27](O)=[O:28])[CH:19]=[CH:18][CH:17]=[CH:16][CH:15]=1.O.ON1C2C=CC=CC=2N=N1.Cl.C(N=C=NCCCN(C)C)C, predict the reaction product. The product is: [CH3:13][C:4]1[S:3][C:2]([NH:1][C:27](=[O:28])[CH2:26][CH2:25][C:21]2[CH:22]=[N:23][O:24][C:20]=2[C:14]2[CH:15]=[CH:16][CH:17]=[CH:18][CH:19]=2)=[N:6][C:5]=1[C:7]1[CH:12]=[CH:11][CH:10]=[CH:9][CH:8]=1. (4) Given the reactants [CH3:1][O:2][C:3]1[CH:4]=[C:5]([CH:9]=[CH:10][C:11]=1[C:12]1[CH:20]=[C:19]([C:21]([F:24])([F:23])[F:22])[CH:18]=[C:17]2[C:13]=1[CH:14]=[N:15][NH:16]2)[C:6]([OH:8])=O.C(Cl)CCl.C1C=CC2N(O)N=[N:35][C:33]=2C=1.CN.CCN(C(C)C)C(C)C, predict the reaction product. The product is: [CH3:1][O:2][C:3]1[CH:4]=[C:5]([CH:9]=[CH:10][C:11]=1[C:12]1[CH:20]=[C:19]([C:21]([F:23])([F:24])[F:22])[CH:18]=[C:17]2[C:13]=1[CH:14]=[N:15][NH:16]2)[C:6]([NH:35][CH3:33])=[O:8].